Dataset: Peptide-MHC class II binding affinity with 134,281 pairs from IEDB. Task: Regression. Given a peptide amino acid sequence and an MHC pseudo amino acid sequence, predict their binding affinity value. This is MHC class II binding data. The peptide sequence is RTLNKIVYIKPAKNI. The MHC is DRB1_1101 with pseudo-sequence DRB1_1101. The binding affinity (normalized) is 0.649.